This data is from Forward reaction prediction with 1.9M reactions from USPTO patents (1976-2016). The task is: Predict the product of the given reaction. The product is: [ClH:34].[C:1]([C:4]1[C:9]2[S:10][C:11]([C:14]([NH:16][C:17]3[CH:26]=[C:25]([C:27]([OH:30])([CH3:28])[CH3:29])[C:24]4[C:19](=[CH:20][CH:21]=[CH:22][CH:23]=4)[N:18]=3)=[O:15])=[C:12]([CH3:13])[C:8]=2[C:7]([CH2:31][O:32][CH3:33])=[CH:6][CH:5]=1)(=[O:3])[CH3:2]. Given the reactants [C:1]([C:4]1[C:9]2[S:10][C:11]([C:14]([NH:16][C:17]3[CH:26]=[C:25]([C:27]([OH:30])([CH3:29])[CH3:28])[C:24]4[C:19](=[CH:20][CH:21]=[CH:22][CH:23]=4)[N:18]=3)=[O:15])=[C:12]([CH3:13])[C:8]=2[C:7]([CH2:31][O:32][CH3:33])=[CH:6][CH:5]=1)(=[O:3])[CH3:2].[ClH:34], predict the reaction product.